From a dataset of Forward reaction prediction with 1.9M reactions from USPTO patents (1976-2016). Predict the product of the given reaction. Given the reactants CC([CH:5]([N:15]([C@H:19]1[CH2:22][C@H:21]([O:23][C:24]2[CH:29]=[CH:28][C:27]([F:30])=[C:26]([C:31]([F:34])([F:33])[F:32])[CH:25]=2)[CH2:20]1)C(=O)[O-])[C:6]1[C:7]2[N:8]([CH:12]=[CH:13][N:14]=2)[CH:9]=[CH:10][CH:11]=1)(C)C.O1CCOCC1, predict the reaction product. The product is: [F:30][C:27]1[CH:28]=[CH:29][C:24]([O:23][C@H:21]2[CH2:22][C@H:19]([NH:15][CH2:5][C:6]3[C:7]4[N:8]([CH:12]=[CH:13][N:14]=4)[CH:9]=[CH:10][CH:11]=3)[CH2:20]2)=[CH:25][C:26]=1[C:31]([F:33])([F:32])[F:34].